Dataset: Peptide-MHC class II binding affinity with 134,281 pairs from IEDB. Task: Regression. Given a peptide amino acid sequence and an MHC pseudo amino acid sequence, predict their binding affinity value. This is MHC class II binding data. (1) The peptide sequence is TALKKAITAMSEAQK. The MHC is DRB1_1602 with pseudo-sequence DRB1_1602. The binding affinity (normalized) is 0.577. (2) The peptide sequence is EAMDTISVFLHSEEG. The MHC is DRB4_0103 with pseudo-sequence DRB4_0103. The binding affinity (normalized) is 0. (3) The peptide sequence is AFILDGDNKFPKV. The MHC is DRB1_0401 with pseudo-sequence DRB1_0401. The binding affinity (normalized) is 0.546. (4) The peptide sequence is MYRELLELVAADVES. The MHC is DRB1_0301 with pseudo-sequence DRB1_0301. The binding affinity (normalized) is 0.188. (5) The MHC is HLA-DPA10103-DPB10401 with pseudo-sequence HLA-DPA10103-DPB10401. The binding affinity (normalized) is 0.269. The peptide sequence is TIPQSLDSWWTSLNF. (6) The peptide sequence is TLTYRMLEPTRVVNW. The MHC is HLA-DQA10102-DQB10501 with pseudo-sequence HLA-DQA10102-DQB10501. The binding affinity (normalized) is 0.430. (7) The binding affinity (normalized) is 0.901. The peptide sequence is SPKGISRMSMAMGTM. The MHC is DRB4_0101 with pseudo-sequence DRB4_0103.